This data is from Full USPTO retrosynthesis dataset with 1.9M reactions from patents (1976-2016). The task is: Predict the reactants needed to synthesize the given product. Given the product [Cl:1][C:2]1[CH:3]=[CH:4][CH:5]=[C:6]2[C:11]=1[N:10]=[CH:9][C:8]([S:12]([N:16]1[C:24]3[C:19](=[CH:20][CH:21]=[CH:22][CH:23]=3)[CH2:18][CH2:17]1)(=[O:14])=[O:13])=[CH:7]2, predict the reactants needed to synthesize it. The reactants are: [Cl:1][C:2]1[CH:3]=[CH:4][CH:5]=[C:6]2[C:11]=1[N:10]=[CH:9][C:8]([S:12](Cl)(=[O:14])=[O:13])=[CH:7]2.[NH:16]1[C:24]2[C:19](=[CH:20][CH:21]=[CH:22][CH:23]=2)[CH2:18][CH2:17]1.C(N(CC)CC)C.